Dataset: Reaction yield outcomes from USPTO patents with 853,638 reactions. Task: Predict the reaction yield, written as a fraction of the theoretical maximum amount of product (1.0 means a 100% yield; for example, 0.34 means a 34% yield). (1) The reactants are [CH:1]([N:4]1[CH2:9][CH2:8][N:7]([C:10]2[CH:17]=[CH:16][C:13]([C:14]#[N:15])=[CH:12][N:11]=2)[CH2:6][CH2:5]1)([CH3:3])[CH3:2].C(O)C.Cl.[NH2:22][OH:23].C(=O)([O-])[O-].[K+].[K+]. The catalyst is O. The product is [OH:23][NH:22][C:14](=[NH:15])[C:13]1[CH:16]=[CH:17][C:10]([N:7]2[CH2:6][CH2:5][N:4]([CH:1]([CH3:2])[CH3:3])[CH2:9][CH2:8]2)=[N:11][CH:12]=1. The yield is 0.760. (2) The reactants are [NH2:1][C@H:2]1[CH2:7][CH2:6][C@H:5]([NH2:8])[CH2:4][CH2:3]1.[C:9](O[C:9]([O:11][C:12]([CH3:15])([CH3:14])[CH3:13])=[O:10])([O:11][C:12]([CH3:15])([CH3:14])[CH3:13])=[O:10].C1C=C2C(C(O)(O)C(=O)C2=CC=1)=O. The catalyst is CO.C(Cl)(Cl)Cl. The product is [C:12]([O:11][C:9](=[O:10])[NH:1][CH:2]1[CH2:7][CH2:6][CH:5]([NH2:8])[CH2:4][CH2:3]1)([CH3:15])([CH3:14])[CH3:13]. The yield is 0.223. (3) The reactants are C(N1C=CN=C1)(N1C=CN=C1)=O.[NH2:13][C:14]1[CH:19]=[C:18]([C:20]2[CH:25]=[CH:24][C:23]([Cl:26])=[C:22]([O:27][CH3:28])[C:21]=2[F:29])[N:17]=[C:16]([C:30]([OH:32])=O)[C:15]=1[Cl:33].[O:34]1[CH2:39][CH2:38][CH2:37][CH2:36][CH:35]1[O:40][NH2:41]. The catalyst is C1COCC1. The product is [NH2:13][C:14]1[CH:19]=[C:18]([C:20]2[CH:25]=[CH:24][C:23]([Cl:26])=[C:22]([O:27][CH3:28])[C:21]=2[F:29])[N:17]=[C:16]([C:30]([NH:41][O:40][CH:35]2[CH2:36][CH2:37][CH2:38][CH2:39][O:34]2)=[O:32])[C:15]=1[Cl:33]. The yield is 0.690. (4) The reactants are [NH:1]1[C:9]2[CH:8]=[CH:7][N:6]=[CH:5][C:4]=2[C:3]([C:10]([O:12][CH3:13])=[O:11])=[N:2]1.[I:14][C:15]1[CH:16]=[C:17](B(O)O)[CH:18]=[CH:19][CH:20]=1. No catalyst specified. The product is [I:14][C:15]1[CH:20]=[C:19]([N:1]2[C:9]3[CH:8]=[CH:7][N:6]=[CH:5][C:4]=3[C:3]([C:10]([O:12][CH3:13])=[O:11])=[N:2]2)[CH:18]=[CH:17][CH:16]=1. The yield is 0.420. (5) The reactants are [CH3:1][O:2][C:3]1[CH:8]=[C:7]([O:9][CH3:10])[CH:6]=[CH:5][C:4]=1[C:11]1[O:12][C:13]2[C:14](=[C:16]([C:20](O)=[O:21])[CH:17]=[CH:18][CH:19]=2)[N:15]=1.Cl.Cl.[NH2:25][C@H:26]1[CH:31]2[CH2:32][CH2:33][N:28]([CH2:29][CH2:30]2)[CH2:27]1.Cl.C(N=C=NCCCN(C)C)C.ON1C2C=CC=CC=2N=N1.C(N(CC)CC)C. The catalyst is CN(C=O)C.ClCCl. The product is [N:28]12[CH2:33][CH2:32][CH:31]([CH2:30][CH2:29]1)[C@H:26]([NH:25][C:20]([C:16]1[CH:17]=[CH:18][CH:19]=[C:13]3[O:12][C:11]([C:4]4[CH:5]=[CH:6][C:7]([O:9][CH3:10])=[CH:8][C:3]=4[O:2][CH3:1])=[N:15][C:14]=13)=[O:21])[CH2:27]2. The yield is 0.460. (6) The reactants are [CH2:1]([NH2:8])[C:2]1[CH:7]=[CH:6][CH:5]=[CH:4][CH:3]=1.[Cl:9][C:10]1[CH:15]=[C:14](Cl)[N:13]=[CH:12][N:11]=1.C(N(CC)CC)C.CO. The catalyst is C(Cl)Cl. The product is [CH2:1]([NH:8][C:14]1[CH:15]=[C:10]([Cl:9])[N:11]=[CH:12][N:13]=1)[C:2]1[CH:7]=[CH:6][CH:5]=[CH:4][CH:3]=1. The yield is 0.790. (7) The reactants are [CH:1](=[C:3]1[CH2:7][N:6]([C:8]([O:10][C:11]([CH3:14])([CH3:13])[CH3:12])=[O:9])[C@H:5]([C:15]([O:17][CH3:18])=[O:16])[CH2:4]1)[CH3:2]. The catalyst is CCO.[Pd]. The product is [CH2:1]([CH:3]1[CH2:7][N:6]([C:8]([O:10][C:11]([CH3:14])([CH3:12])[CH3:13])=[O:9])[C@H:5]([C:15]([O:17][CH3:18])=[O:16])[CH2:4]1)[CH3:2]. The yield is 0.970. (8) The reactants are CCN(C(C)C)C(C)C.[C:10]([C:12]1[CH:20]=[CH:19][C:15]([C:16]([OH:18])=O)=[CH:14][CH:13]=1)#[N:11].CN(C(ON1N=NC2C=CC=CC1=2)=[N+](C)C)C.[B-](F)(F)(F)F.[CH:43]1([C@H:47]([NH:54][CH3:55])[CH2:48][N:49]2[CH2:52][CH:51]([OH:53])[CH2:50]2)[CH2:46][CH2:45][CH2:44]1. The catalyst is C(Cl)Cl. The product is [C:10]([C:12]1[CH:13]=[CH:14][C:15]([C:16]([N:54]([C@@H:47]([CH:43]2[CH2:46][CH2:45][CH2:44]2)[CH2:48][N:49]2[CH2:50][CH:51]([OH:53])[CH2:52]2)[CH3:55])=[O:18])=[CH:19][CH:20]=1)#[N:11]. The yield is 0.620. (9) The reactants are C[O:2][C:3]([C:5]1[O:6][C:7]([C:12]2[CH2:17][CH2:16][CH2:15][CH2:14][CH:13]=2)([CH3:11])[C:8](=[O:10])[CH:9]=1)=[O:4].O[Li].O. The catalyst is C1COCC1.CO. The product is [C:12]1([C:7]2([CH3:11])[O:6][C:5]([C:3]([OH:4])=[O:2])=[CH:9][C:8]2=[O:10])[CH2:17][CH2:16][CH2:15][CH2:14][CH:13]=1. The yield is 0.790. (10) The reactants are [Cl:1][C:2]1[CH:21]=[C:20]([C:22]([F:25])([F:24])[F:23])[CH:19]=[CH:18][C:3]=1[CH2:4][N:5]1[C:9](/[CH:10]=[CH:11]/[C:12](O)=[O:13])=[CH:8][C:7]([CH:15]2[CH2:17][CH2:16]2)=[N:6]1.[CH2:26]([S:31]([NH2:34])(=[O:33])=[O:32])[CH2:27][CH2:28][CH2:29][CH3:30].N12CCCN=C1CCCCC2.Cl. The catalyst is CN(C)C=O.O. The product is [Cl:1][C:2]1[CH:21]=[C:20]([C:22]([F:24])([F:25])[F:23])[CH:19]=[CH:18][C:3]=1[CH2:4][N:5]1[C:9](/[CH:10]=[CH:11]/[C:12]([NH:34][S:31]([CH2:26][CH2:27][CH2:28][CH2:29][CH3:30])(=[O:33])=[O:32])=[O:13])=[CH:8][C:7]([CH:15]2[CH2:17][CH2:16]2)=[N:6]1. The yield is 0.460.